This data is from Reaction yield outcomes from USPTO patents with 853,638 reactions. The task is: Predict the reaction yield, written as a fraction of the theoretical maximum amount of product (1.0 means a 100% yield; for example, 0.34 means a 34% yield). (1) The yield is 0.330. The catalyst is C1COCC1. The product is [F:1][C:2]1[CH:3]=[C:4]2[C:8](=[CH:9][CH:10]=1)[NH:7][C:6](=[O:11])[C:5]2=[C:39]1[C:34]2[C:35](=[N:36][C:31]([CH2:30][CH2:29][CH2:28][N:22]3[CH2:23][CH2:24][O:25][CH2:26][CH2:27]3)=[CH:32][CH:33]=2)[CH2:37][O:38]1. The reactants are [F:1][C:2]1[CH:3]=[C:4]2[C:8](=[CH:9][CH:10]=1)[NH:7][C:6](=[O:11])[CH2:5]2.C[Si]([N-][Si](C)(C)C)(C)C.[Li+].[N:22]1([CH2:28][CH2:29][CH2:30][C:31]2[N:36]=[C:35]3[CH2:37][O:38][C:39](=O)[C:34]3=[CH:33][CH:32]=2)[CH2:27][CH2:26][O:25][CH2:24][CH2:23]1.Cl. (2) The reactants are [NH2:1][C:2](=O)[C:3]([NH:6][C:7](=[O:13])[O:8][C:9]([CH3:12])([CH3:11])[CH3:10])([CH3:5])[CH3:4].COC1C=CC(P2(SP(C3C=CC(OC)=CC=3)(=S)S2)=[S:24])=CC=1. The catalyst is C1(C)C=CC=CC=1. The product is [NH2:1][C:2](=[S:24])[C:3]([NH:6][C:7](=[O:13])[O:8][C:9]([CH3:12])([CH3:11])[CH3:10])([CH3:5])[CH3:4]. The yield is 0.560. (3) The reactants are [Si:1]([O:8][C@H:9]([C@@H:23]([CH3:35])[CH2:24][CH2:25][CH2:26][O:27][Si:28]([C:31]([CH3:34])([CH3:33])[CH3:32])([CH3:30])[CH3:29])[C@@H:10]([CH3:22])[CH2:11][O:12]CC1C=CC(OC)=CC=1)([C:4]([CH3:7])([CH3:6])[CH3:5])([CH3:3])[CH3:2].C(Cl)Cl.C(C1C(=O)C(Cl)=C(Cl)C(=O)C=1C#N)#N. The catalyst is O. The product is [Si:1]([O:8][C@H:9]([C@@H:23]([CH3:35])[CH2:24][CH2:25][CH2:26][O:27][Si:28]([C:31]([CH3:32])([CH3:34])[CH3:33])([CH3:29])[CH3:30])[C@@H:10]([CH3:22])[CH2:11][OH:12])([C:4]([CH3:6])([CH3:7])[CH3:5])([CH3:3])[CH3:2]. The yield is 0.900. (4) The reactants are [NH2:1][C:2]1[C:6]([C:7]#[N:8])=[CH:5][N:4]([CH3:9])[N:3]=1.[OH:10]S(O)(=O)=O.[NH4+].[OH-]. The catalyst is O. The product is [NH2:1][C:2]1[C:6]([C:7]([NH2:8])=[O:10])=[CH:5][N:4]([CH3:9])[N:3]=1. The yield is 0.670. (5) The yield is 0.480. No catalyst specified. The reactants are Cl.C(O[C:5]([C:7]1[CH:8]=[C:9]2[C:13](=[CH:14][CH:15]=1)[NH:12][N:11]=[C:10]2[C:16]1[CH:21]=[CH:20][C:19]([F:22])=[CH:18][CH:17]=1)=[NH:6])C.[C:23]([NH:31][NH2:32])(=O)[C:24]1[CH:29]=[CH:28][CH:27]=[CH:26][CH:25]=1. The product is [F:22][C:19]1[CH:18]=[CH:17][C:16]([C:10]2[C:9]3[C:13](=[CH:14][CH:15]=[C:7]([C:5]4[NH:6][C:23]([C:24]5[CH:29]=[CH:28][CH:27]=[CH:26][CH:25]=5)=[N:31][N:32]=4)[CH:8]=3)[NH:12][N:11]=2)=[CH:21][CH:20]=1. (6) The reactants are Br[C:2]1[C:3]([O:12][CH3:13])=[CH:4][C:5]([O:10][CH3:11])=[C:6]([CH:9]=1)[CH:7]=[O:8].[CH3:14][C:15]1[C:19](B(O)O)=[C:18]([CH3:23])[O:17][N:16]=1. No catalyst specified. The product is [CH3:14][C:15]1[C:19]([C:2]2[C:3]([O:12][CH3:13])=[CH:4][C:5]([O:10][CH3:11])=[C:6]([CH:9]=2)[CH:7]=[O:8])=[C:18]([CH3:23])[O:17][N:16]=1. The yield is 0.750.